From a dataset of Full USPTO retrosynthesis dataset with 1.9M reactions from patents (1976-2016). Predict the reactants needed to synthesize the given product. (1) Given the product [Br:2][C:3]1[C:8]2[CH:9]=[C:34]([C:33]([F:44])([F:43])[F:32])[O:29][C:7]=2[C:6]([O:30][CH3:31])=[CH:5][CH:4]=1, predict the reactants needed to synthesize it. The reactants are: [Br-].[Br:2][C:3]1[C:8]([CH2:9][P+](C2C=CC=CC=2)(C2C=CC=CC=2)C2C=CC=CC=2)=[C:7]([OH:29])[C:6]([O:30][CH3:31])=[CH:5][CH:4]=1.[F:32][C:33]([F:44])([F:43])[C:34](O[C:34](=O)[C:33]([F:44])([F:43])[F:32])=O.C(N(CC)CC)C.O. (2) Given the product [NH:63]1[C:64]2=[N:69][CH:68]=[CH:67][C:11]([O:10][C:9]3[CH:8]=[CH:7][C:6]([NH:31][C:48]([C:47]4[C:46](=[O:45])[NH:54][CH:53]=[CH:52][CH:51]=4)=[O:50])=[CH:5][C:4]=3[F:3])=[C:16]2[CH:17]=[CH:30]1, predict the reactants needed to synthesize it. The reactants are: Cl.Cl.[F:3][C:4]1[CH:5]=[C:6]([NH:31]C(NC(=O)CC2C=CC(F)=CC=2)=S)[CH:7]=[CH:8][C:9]=1[O:10][C:11]1[C:16]2=[C:17]([CH3:30])C(OCCN3CCN(C)CC3)=CN2N=CN=1.[OH:45][C:46]1[N:54]=[CH:53][CH:52]=[CH:51][C:47]=1[C:48]([OH:50])=O.CN(C(O[N:63]1N=NC2C=[CH:67][CH:68]=[N:69][C:64]1=2)=[N+](C)C)C.F[P-](F)(F)(F)(F)F.CCN(C(C)C)C(C)C. (3) Given the product [CH3:21][CH:20]([CH3:22])[CH2:19][C@@H:17]([NH:18][C:11]([C:6]1[NH:7][C:8]2[C:4]([CH:5]=1)=[CH:3][C:2]([CH3:1])=[CH:10][CH:9]=2)=[O:13])[C:16]([O:15][CH3:14])=[O:23], predict the reactants needed to synthesize it. The reactants are: [CH3:1][C:2]1[CH:3]=[C:4]2[C:8](=[CH:9][CH:10]=1)[NH:7][C:6]([C:11]([OH:13])=O)=[CH:5]2.[CH3:14][O:15][C:16](=[O:23])[C@@H:17]([CH2:19][CH:20]([CH3:22])[CH3:21])[NH2:18]. (4) Given the product [F:46][CH:35]([F:34])[C:36]1[C:40]([C:41]([OH:43])=[O:42])=[CH:39][N:38]([CH3:45])[N:37]=1, predict the reactants needed to synthesize it. The reactants are: [Mg].C[Si](Cl)(C)C.CN1CCN(C)C1=O.II.COC=C(C(=O)C(F)(F)F)C(OC)=O.CNN.[F:34][CH:35]([F:46])[C:36]1[C:40]([C:41]([O:43]C)=[O:42])=[CH:39][N:38]([CH3:45])[N:37]=1.FC(F)N1C(C(OC)=O)C=CN1C. (5) Given the product [Si:21]([O:1][C@H:2]1[CH2:6][N:5]([CH3:7])[C@H:4]([C:8]([O:10][CH3:11])=[O:9])[CH2:3]1)([C:17]([CH3:20])([CH3:19])[CH3:18])([CH3:24])[CH3:23], predict the reactants needed to synthesize it. The reactants are: [OH:1][C@H:2]1[CH2:6][N:5]([CH3:7])[C@H:4]([C:8]([O:10][CH3:11])=[O:9])[CH2:3]1.N1C=CN=C1.[C:17]([Si:21]([CH3:24])([CH3:23])Cl)([CH3:20])([CH3:19])[CH3:18]. (6) Given the product [F:11][C:12]1[CH:20]=[C:19]2[C:15]([C:16](/[CH:21]=[CH:22]/[C:23]3[CH:28]=[CH:27][CH:26]=[C:25]([F:29])[CH:24]=3)=[N:17][NH:18]2)=[CH:14][C:13]=1[CH2:30][NH2:31], predict the reactants needed to synthesize it. The reactants are: [H-].[Al+3].[Li+].[H-].[H-].[H-].[Cl-].[Al+3].[Cl-].[Cl-].[F:11][C:12]1[CH:20]=[C:19]2[C:15]([C:16](/[CH:21]=[CH:22]/[C:23]3[CH:28]=[CH:27][CH:26]=[C:25]([F:29])[CH:24]=3)=[N:17][NH:18]2)=[CH:14][C:13]=1[C:30]#[N:31].[Cl-].[NH4+]. (7) Given the product [F:26][C:24]1[CH:25]=[C:2]([F:1])[CH:3]=[CH:4][C:5]=1[CH2:6][C:7]1[C:15](=[O:16])[N:14]2[C:10]([NH:11][C:12]3[CH:20]=[CH:19][CH:18]=[CH:17][C:13]=32)=[C:9]([C:21]#[N:22])[C:8]=1[CH3:23], predict the reactants needed to synthesize it. The reactants are: [F:1][C:2]1[CH:25]=[CH:24][C:5]([CH2:6][C:7]2[C:15](=[O:16])[N:14]3[C:10]([NH:11][C:12]4[CH:20]=[CH:19][CH:18]=[CH:17][C:13]=43)=[C:9]([C:21]#[N:22])[C:8]=2[CH3:23])=[CH:4][CH:3]=1.[F:26]C1C=C(F)C=CC=1CC(C(C)=O)C(OC)=O. (8) Given the product [CH2:25]([NH:24][C:22]([CH2:21][CH:17]([NH:16][C:2]1[C:11]([C:12]([OH:14])=[O:13])=[CH:10][C:9]2[C:4](=[CH:5][CH:6]=[C:7]([Cl:15])[CH:8]=2)[N:3]=1)[C:18]([OH:20])=[O:19])=[O:23])[C:26]1[CH:27]=[CH:28][CH:29]=[CH:30][CH:31]=1, predict the reactants needed to synthesize it. The reactants are: Cl[C:2]1[C:11]([C:12]([OH:14])=[O:13])=[CH:10][C:9]2[C:4](=[CH:5][CH:6]=[C:7]([Cl:15])[CH:8]=2)[N:3]=1.[NH2:16][CH:17]([CH2:21][C:22]([NH:24][CH2:25][C:26]1[CH:31]=[CH:30][CH:29]=[CH:28][CH:27]=1)=[O:23])[C:18]([OH:20])=[O:19]. (9) Given the product [CH3:17][Si:16]([CH3:19])([CH3:18])[O:1][C:2]1[CH2:7][CH2:6][N:5]([C:8]([O:10][C:11]([CH3:14])([CH3:13])[CH3:12])=[O:9])[CH2:4][CH:3]=1, predict the reactants needed to synthesize it. The reactants are: [O:1]=[C:2]1[CH2:7][CH2:6][N:5]([C:8]([O:10][C:11]([CH3:14])([CH3:13])[CH3:12])=[O:9])[CH2:4][CH2:3]1.Cl[Si:16]([CH3:19])([CH3:18])[CH3:17].C(N(CC)CC)C. (10) The reactants are: [CH2:1]([O:3][C:4]1[CH:5]=[C:6]([CH:10]=[CH:11][C:12]=1[O:13][CH2:14][CH3:15])[C:7]([OH:9])=O)[CH3:2].[NH2:16][C:17]([CH3:23])([CH3:22])[C:18]([O:20]C)=[O:19].CN(C(ON1N=NC2C=CC=NC1=2)=[N+](C)C)C.F[P-](F)(F)(F)(F)F.CCN(C(C)C)C(C)C.[Li+].[OH-].Cl. Given the product [CH2:1]([O:3][C:4]1[CH:5]=[C:6]([CH:10]=[CH:11][C:12]=1[O:13][CH2:14][CH3:15])[C:7]([NH:16][C:17]([CH3:23])([CH3:22])[C:18]([OH:20])=[O:19])=[O:9])[CH3:2], predict the reactants needed to synthesize it.